This data is from Forward reaction prediction with 1.9M reactions from USPTO patents (1976-2016). The task is: Predict the product of the given reaction. (1) Given the reactants Br[C:2]1[CH:24]=[CH:23][C:5]2[C:6]3[N:7]([CH:11]=[C:12]([C:14]4[N:18]([CH:19]([CH3:21])[CH3:20])[N:17]=[C:16]([CH3:22])[N:15]=4)[N:13]=3)[CH2:8][CH2:9][O:10][C:4]=2[CH:3]=1.C(=O)([O-])[O-].[Cs+].[Cs+].[CH2:31]1COC[CH2:32]1, predict the reaction product. The product is: [CH:19]([N:18]1[C:14]([C:12]2[N:13]=[C:6]3[C:5]4[CH:23]=[CH:24][C:2]([CH:31]=[CH2:32])=[CH:3][C:4]=4[O:10][CH2:9][CH2:8][N:7]3[CH:11]=2)=[N:15][C:16]([CH3:22])=[N:17]1)([CH3:21])[CH3:20]. (2) Given the reactants [F:1][C:2]([F:28])([F:27])[CH2:3][N:4]1[C:9](=[O:10])[C:8]([O:11][CH2:12][C:13]([OH:16])([CH3:15])[CH3:14])=[C:7]([C:17]2[CH:22]=[CH:21][C:20]([S:23]([NH2:26])(=[O:25])=[O:24])=[CH:19][CH:18]=2)[CH:6]=[N:5]1.[C:29](OC(=O)C)(=[O:31])[CH3:30].C(N(CC)CC)C, predict the reaction product. The product is: [F:28][C:2]([F:27])([F:1])[CH2:3][N:4]1[C:9](=[O:10])[C:8]([O:11][CH2:12][C:13]([OH:16])([CH3:15])[CH3:14])=[C:7]([C:17]2[CH:22]=[CH:21][C:20]([S:23]([NH:26][C:29](=[O:31])[CH3:30])(=[O:25])=[O:24])=[CH:19][CH:18]=2)[CH:6]=[N:5]1. (3) Given the reactants C([O:5][C:6]([C:8]1[C:9]([C:21]2[CH:26]=[CH:25][C:24]([F:27])=[CH:23][CH:22]=2)([CH3:20])[N:10]=[C:11]([C:15]2[S:16][CH:17]=[CH:18][N:19]=2)[NH:12][C:13]=1[CH3:14])=O)(C)(C)C.C(O)(C(F)(F)F)=O.C[N:36](C(ON1N=NC2C=CC=NC1=2)=[N+](C)C)C.F[P-](F)(F)(F)(F)F.N, predict the reaction product. The product is: [F:27][C:24]1[CH:23]=[CH:22][C:21]([C:9]2([CH3:20])[C:8]([C:6]([NH2:36])=[O:5])=[C:13]([CH3:14])[NH:12][C:11]([C:15]3[S:16][CH:17]=[CH:18][N:19]=3)=[N:10]2)=[CH:26][CH:25]=1. (4) The product is: [Cl:24][C:18]1[C:19]([Cl:23])=[CH:20][CH:21]=[CH:22][C:17]=1[S:14]([NH:13][C:10]1[C:9]([O:33][CH3:34])=[N:8][C:7]([C:2]2[CH2:3][CH2:4][CH2:5][N:1]=2)=[CH:12][N:11]=1)(=[O:16])=[O:15]. Given the reactants [NH:1]1[CH2:5][CH2:4][CH2:3][CH2:2]1.Br[C:7]1[N:8]=[C:9]([O:33][CH3:34])[C:10]([N:13](COCC[Si](C)(C)C)[S:14]([C:17]2[CH:22]=[CH:21][CH:20]=[C:19]([Cl:23])[C:18]=2[Cl:24])(=[O:16])=[O:15])=[N:11][CH:12]=1, predict the reaction product.